From a dataset of Reaction yield outcomes from USPTO patents with 853,638 reactions. Predict the reaction yield, written as a fraction of the theoretical maximum amount of product (1.0 means a 100% yield; for example, 0.34 means a 34% yield). The product is [CH3:25][O:24][C:21]1[CH:22]=[C:23]2[C:18](=[CH:19][C:20]=1[O:26][CH3:27])[N:17]=[CH:16][CH:15]=[C:14]2[O:13][C:12]1[C:7]([C:33]2[CH:34]=[CH:35][CH:36]=[CH:37][C:32]=2[C:29](=[O:31])[CH3:30])=[N:8][C:9]([CH3:28])=[CH:10][CH:11]=1. The catalyst is C1(C)C=CC=CC=1. The yield is 0.200. The reactants are C(=O)([O-])O.[Na+].I[C:7]1[C:12]([O:13][C:14]2[C:23]3[C:18](=[CH:19][C:20]([O:26][CH3:27])=[C:21]([O:24][CH3:25])[CH:22]=3)[N:17]=[CH:16][CH:15]=2)=[CH:11][CH:10]=[C:9]([CH3:28])[N:8]=1.[C:29]([C:32]1[CH:37]=[CH:36][CH:35]=[CH:34][C:33]=1B(O)O)(=[O:31])[CH3:30].[OH-].[Na+].